From a dataset of Experimental lipophilicity measurements (octanol/water distribution) for 4,200 compounds from AstraZeneca. Regression/Classification. Given a drug SMILES string, predict its absorption, distribution, metabolism, or excretion properties. Task type varies by dataset: regression for continuous measurements (e.g., permeability, clearance, half-life) or binary classification for categorical outcomes (e.g., BBB penetration, CYP inhibition). For this dataset (lipophilicity_astrazeneca), we predict Y. (1) The compound is O=c1cc(N2CCOCC2)nc2n(Cc3cccc(Cl)c3Cl)ccn12. The Y is 3.30 logD. (2) The compound is Cc1ncc(-c2nc(Nc3ccc(C(=O)NCCN(C)C)c(F)c3)ncc2F)n1C(C)C. The Y is 2.26 logD. (3) The Y is 2.61 logD. The compound is O=S(=O)(CCCOCCc1ccccc1)CCNCCc1ccc(O)c2nc(O)sc12. (4) The drug is Cc1ccc(-c2nnc(O)c3ccccc23)c(C)c1. The Y is 3.41 logD. (5) The drug is COC(=O)C1=C(C)NC(C)=C(C(=O)OC)C1c1ccccc1[N+](=O)[O-]. The Y is 3.29 logD. (6) The molecule is CC1(C)NC(=O)N(c2ccc([N+](=O)[O-])c(C(F)(F)F)c2)C1=O. The Y is 1.74 logD. (7) The drug is CC(C)C(NC(=O)Cn1c(-c2ccccc2)ccc(NC(=O)NCc2cc[n+]([O-])cc2)c1=O)C(=O)C(F)(F)F. The Y is 1.13 logD.